From a dataset of Forward reaction prediction with 1.9M reactions from USPTO patents (1976-2016). Predict the product of the given reaction. (1) Given the reactants Cl.[NH2:2][CH2:3][CH2:4][O:5][C:6]([C:8]1[CH:9]([C:29]2[CH:34]=[CH:33][CH:32]=[CH:31][C:30]=2[F:35])[C:10]2[C:17]([NH2:18])=[C:16]([C:19](=[O:28])[C:20]3[CH:25]=[CH:24][C:23]([Cl:26])=[C:22]([Cl:27])[CH:21]=3)[S:15][C:11]=2[NH:12][C:13]=1[CH3:14])=[O:7].[C:36](OC(=O)C)(=[O:38])[CH3:37].C1COCC1.C(N(CC)CC)C, predict the reaction product. The product is: [C:36]([NH:2][CH2:3][CH2:4][O:5][C:6]([C:8]1[CH:9]([C:29]2[CH:34]=[CH:33][CH:32]=[CH:31][C:30]=2[F:35])[C:10]2[C:17]([NH2:18])=[C:16]([C:19](=[O:28])[C:20]3[CH:25]=[CH:24][C:23]([Cl:26])=[C:22]([Cl:27])[CH:21]=3)[S:15][C:11]=2[NH:12][C:13]=1[CH3:14])=[O:7])(=[O:38])[CH3:37]. (2) Given the reactants [CH2:1]([C:3]1[NH:4][C:5]([C:8]2[C:9]([F:18])=[CH:10][C:11]([CH3:17])=[C:12]([CH:16]=2)[C:13]([OH:15])=O)=[N:6][N:7]=1)[CH3:2].CCN=C=NCCCN(C)C.Cl.Cl.[NH:32]1[CH2:37][CH2:36][CH:35]([C:38]2[CH:45]=[CH:44][C:41]([C:42]#[N:43])=[CH:40][CH:39]=2)[CH2:34][CH2:33]1, predict the reaction product. The product is: [CH2:1]([C:3]1[NH:4][C:5]([C:8]2[C:9]([F:18])=[CH:10][C:11]([CH3:17])=[C:12]([CH:16]=2)[C:13]([N:32]2[CH2:37][CH2:36][CH:35]([C:38]3[CH:45]=[CH:44][C:41]([C:42]#[N:43])=[CH:40][CH:39]=3)[CH2:34][CH2:33]2)=[O:15])=[N:6][N:7]=1)[CH3:2]. (3) Given the reactants [NH2:1][C@@H:2]1[CH2:11][C@@H:10]2[C@:5]([CH3:14])([CH2:6][CH2:7][CH2:8][C:9]2([CH3:13])[CH3:12])[C@@H:4]([C:15]([C:17]2[CH:18]=[C:19]([OH:24])[CH:20]=[C:21]([OH:23])[CH:22]=2)=[O:16])[C@@H:3]1[CH3:25].F[B-](F)(F)F.N1(OC(N(C)C)=[N+](C)C)C2C=CC=CC=2N=N1.[C:48]([O:52][C:53]([N:55]1[CH2:60][CH2:59][CH:58]([C:61](O)=[O:62])[CH2:57][CH2:56]1)=[O:54])([CH3:51])([CH3:50])[CH3:49].C(N(CC)C(C)C)(C)C, predict the reaction product. The product is: [OH:24][C:19]1[CH:18]=[C:17]([C:15]([C@@H:4]2[C@:5]3([CH3:14])[C@H:10]([C:9]([CH3:13])([CH3:12])[CH2:8][CH2:7][CH2:6]3)[CH2:11][C@@H:2]([NH:1][C:61]([CH:58]3[CH2:59][CH2:60][N:55]([C:53]([O:52][C:48]([CH3:51])([CH3:50])[CH3:49])=[O:54])[CH2:56][CH2:57]3)=[O:62])[C@H:3]2[CH3:25])=[O:16])[CH:22]=[C:21]([OH:23])[CH:20]=1. (4) The product is: [CH3:1][O:2][C:3](=[O:13])[CH:4]([CH3:12])[CH2:5][N:6]([C:17]1[C:18]([N+:22]([O-:24])=[O:23])=[CH:19][N:20]=[C:15]([Cl:14])[N:16]=1)[CH:7]1[CH2:8][CH2:9][CH2:10][CH2:11]1. Given the reactants [CH3:1][O:2][C:3](=[O:13])[CH:4]([CH3:12])[CH2:5][NH:6][CH:7]1[CH2:11][CH2:10][CH2:9][CH2:8]1.[Cl:14][C:15]1[N:20]=[C:19](Cl)[C:18]([N+:22]([O-:24])=[O:23])=[CH:17][N:16]=1.C(=O)(O)[O-].[Na+], predict the reaction product.